From a dataset of Forward reaction prediction with 1.9M reactions from USPTO patents (1976-2016). Predict the product of the given reaction. (1) Given the reactants [F:1][C:2]1[CH:3]=[CH:4][C:5]([O:10][C:11]2[CH:16]=[CH:15][C:14]([O:17][CH2:18][CH2:19][O:20][Si:21]([C:24]([CH3:27])([CH3:26])[CH3:25])([CH3:23])[CH3:22])=[CH:13][CH:12]=2)=[C:6]([CH:9]=1)C=O.[Li+].[CH3:29][Si:30]([N-][Si:30]([CH3:32])([CH3:31])[CH3:29])([CH3:32])[CH3:31].[C:38](Cl)(=[O:40])[CH3:39].Cl[Si](C)(C)C.[CH2:47]([N:49](CC)CC)C, predict the reaction product. The product is: [F:1][C:2]1[CH:3]=[CH:4][C:5]([O:10][C:11]2[CH:12]=[CH:13][C:14]([O:17][CH2:18][CH2:19][O:20][Si:21]([C:24]([CH3:27])([CH3:25])[CH3:26])([CH3:23])[CH3:22])=[CH:15][CH:16]=2)=[C:6]([CH:47]=[N:49][C:38]([O:40][Si:30]([CH3:32])([CH3:31])[CH3:29])=[CH2:39])[CH:9]=1. (2) Given the reactants [C:1]1([C:7]2[N:11]([C:12]3[CH:17]=[CH:16][CH:15]=[CH:14][C:13]=3[F:18])[N:10]=[N:9][C:8]=2[C:19]([OH:21])=O)[CH:6]=[CH:5][CH:4]=[CH:3][CH:2]=1.[NH2:22][C:23](=[N:34]O)[C:24]1[CH:33]=[CH:32][C:27]([C:28]([O:30][CH3:31])=[O:29])=[CH:26][CH:25]=1, predict the reaction product. The product is: [F:18][C:13]1[CH:14]=[CH:15][CH:16]=[CH:17][C:12]=1[N:11]1[C:7]([C:1]2[CH:6]=[CH:5][CH:4]=[CH:3][CH:2]=2)=[C:8]([C:19]2[O:21][N:34]=[C:23]([C:24]3[CH:33]=[CH:32][C:27]([C:28]([O:30][CH3:31])=[O:29])=[CH:26][CH:25]=3)[N:22]=2)[N:9]=[N:10]1. (3) Given the reactants [C:1]([O:5][C:6]([N:8]1[CH2:12][CH2:11][CH2:10][C@@H:9]1[C@@H:13]([OH:37])[C@H:14]([N:22](CC1C=CC=CC=1)CC1C=CC=CC=1)[CH2:15][C:16]1[CH:21]=[CH:20][CH:19]=[CH:18][CH:17]=1)=[O:7])([CH3:4])([CH3:3])[CH3:2].[H][H], predict the reaction product. The product is: [C:1]([O:5][C:6]([N:8]1[CH2:12][CH2:11][CH2:10][C@@H:9]1[C@@H:13]([OH:37])[C@H:14]([NH2:22])[CH2:15][C:16]1[CH:17]=[CH:18][CH:19]=[CH:20][CH:21]=1)=[O:7])([CH3:4])([CH3:2])[CH3:3]. (4) Given the reactants [Cl:1][C:2]1[CH:3]=[C:4]([C@@H:9]2[C@@H:13]([CH2:14][NH:15][C:16]3[N:21]=[CH:20][C:19]([C:22]([F:25])([F:24])[F:23])=[CH:18][N:17]=3)[CH2:12][N:11]([C:26]([CH:28]3[CH2:33][CH2:32][N:31]([C:34]([C:36]4([CH3:39])[CH2:38][CH2:37]4)=[O:35])[CH2:30][CH2:29]3)=[O:27])[CH2:10]2)[CH:5]=[CH:6][C:7]=1[Cl:8].[H-].[Na+].[CH3:42]I, predict the reaction product. The product is: [Cl:1][C:2]1[CH:3]=[C:4]([C@@H:9]2[C@@H:13]([CH2:14][N:15]([CH3:42])[C:16]3[N:21]=[CH:20][C:19]([C:22]([F:24])([F:23])[F:25])=[CH:18][N:17]=3)[CH2:12][N:11]([C:26]([CH:28]3[CH2:29][CH2:30][N:31]([C:34]([C:36]4([CH3:39])[CH2:37][CH2:38]4)=[O:35])[CH2:32][CH2:33]3)=[O:27])[CH2:10]2)[CH:5]=[CH:6][C:7]=1[Cl:8]. (5) Given the reactants [F:1][C:2]([F:10])([F:9])[CH2:3][CH2:4][CH2:5][C:6](O)=[O:7].[H-].[Al+3].[Li+].[H-].[H-].[H-], predict the reaction product. The product is: [F:1][C:2]([F:10])([F:9])[CH2:3][CH2:4][CH2:5][CH2:6][OH:7].